From a dataset of Reaction yield outcomes from USPTO patents with 853,638 reactions. Predict the reaction yield, written as a fraction of the theoretical maximum amount of product (1.0 means a 100% yield; for example, 0.34 means a 34% yield). (1) The reactants are [Br:1][C:2]1[C:3]([CH3:10])=[C:4]([CH:8]=O)[NH:5][C:6]=1[CH3:7].[OH:11][N:12]1[C:20]2[C:15](=[CH:16][CH:17]=[CH:18][CH:19]=2)[CH2:14][C:13]1=[O:21]. The catalyst is N1CCCCC1.CCO. The product is [Br:1][C:2]1[C:3]([CH3:10])=[C:4]([CH:8]=[C:14]2[C:15]3[C:20](=[CH:19][CH:18]=[CH:17][CH:16]=3)[N:12]([OH:11])[C:13]2=[O:21])[NH:5][C:6]=1[CH3:7]. The yield is 0.770. (2) The reactants are [C:1]([CH2:3][C:4]1[CH:27]=[CH:26][C:7]([CH2:8][C:9]2([C:22](OC)=[O:23])[CH2:14][CH2:13][N:12]([C:15]([O:17][C:18]([CH3:21])([CH3:20])[CH3:19])=[O:16])[CH2:11][CH2:10]2)=[CH:6][CH:5]=1)#[N:2].[BH4-].[Li+]. The catalyst is O1CCCC1. The product is [C:1]([CH2:3][C:4]1[CH:5]=[CH:6][C:7]([CH2:8][C:9]2([CH2:22][OH:23])[CH2:10][CH2:11][N:12]([C:15]([O:17][C:18]([CH3:19])([CH3:20])[CH3:21])=[O:16])[CH2:13][CH2:14]2)=[CH:26][CH:27]=1)#[N:2]. The yield is 0.900. (3) The product is [CH3:27][N:25]([CH3:26])[C:21]1[CH:20]=[C:19]([NH:18][C:13]2[N:12]=[C:11]3[N:10]([CH3:28])[C:9](=[O:29])[N:8]([C:6]4[CH:7]=[C:2]([NH:1][C:40](=[O:41])[C:39]5[CH:43]=[C:44]([C:46]([F:47])([F:48])[F:49])[CH:45]=[C:37]([N:35]6[CH:36]=[C:32]([CH3:31])[N:33]=[CH:34]6)[CH:38]=5)[CH:3]=[CH:4][C:5]=4[CH3:30])[CH2:17][C:16]3=[CH:15][N:14]=2)[CH:24]=[CH:23][CH:22]=1. The yield is 0.300. The reactants are [NH2:1][C:2]1[CH:3]=[CH:4][C:5]([CH3:30])=[C:6]([N:8]2[CH2:17][C:16]3[C:11](=[N:12][C:13]([NH:18][C:19]4[CH:24]=[CH:23][CH:22]=[C:21]([N:25]([CH3:27])[CH3:26])[CH:20]=4)=[N:14][CH:15]=3)[N:10]([CH3:28])[C:9]2=[O:29])[CH:7]=1.[CH3:31][C:32]1[N:33]=[CH:34][N:35]([C:37]2[CH:38]=[C:39]([CH:43]=[C:44]([C:46]([F:49])([F:48])[F:47])[CH:45]=2)[C:40](O)=[O:41])[CH:36]=1.CCN(C(C)C)C(C)C.CN(C(ON1N=NC2C=CC=NC1=2)=[N+](C)C)C.F[P-](F)(F)(F)(F)F. The catalyst is CN(C=O)C.CCOC(C)=O. (4) The reactants are [F:1][C:2]1[C:11]([C:12]2[CH:17]=[CH:16][CH:15]=[C:14]([F:18])[CH:13]=2)=[CH:10][CH:9]=[C:8]([F:19])[C:3]=1[C:4]([O:6]C)=[O:5].CO.[OH-].[Na+]. The catalyst is C1COCC1. The product is [F:1][C:2]1[C:11]([C:12]2[CH:17]=[CH:16][CH:15]=[C:14]([F:18])[CH:13]=2)=[CH:10][CH:9]=[C:8]([F:19])[C:3]=1[C:4]([OH:6])=[O:5]. The yield is 0.870. (5) The reactants are S(=O)(=O)(O)O.[F:6][C:7]1[CH:12]=[C:11]([N+:13]([O-:15])=[O:14])[CH:10]=[CH:9][C:8]=1[C:16](C)([C:22](OCC)=O)[C:17]([O:19]CC)=[O:18]. The catalyst is C(O)(=O)C.O. The product is [F:6][C:7]1[CH:12]=[C:11]([N+:13]([O-:15])=[O:14])[CH:10]=[CH:9][C:8]=1[CH:16]([CH3:22])[C:17]([OH:19])=[O:18]. The yield is 0.770. (6) The reactants are [CH3:1][C:2]1([CH3:26])[O:6][C@H:5]([CH2:7][N:8]2[C:16]3[C:11](=[CH:12][C:13]([N+:18]([O-])=O)=[C:14]([F:17])[CH:15]=3)[CH:10]=[C:9]2[C:21]([CH3:25])([CH3:24])[CH2:22][OH:23])[CH2:4][O:3]1. The catalyst is C(O)C. The product is [NH2:18][C:13]1[CH:12]=[C:11]2[C:16](=[CH:15][C:14]=1[F:17])[N:8]([CH2:7][C@@H:5]1[CH2:4][O:3][C:2]([CH3:1])([CH3:26])[O:6]1)[C:9]([C:21]([CH3:25])([CH3:24])[CH2:22][OH:23])=[CH:10]2. The yield is 0.790. (7) The reactants are [Br:1][C:2]1[CH:3]=[C:4]([NH2:9])[C:5]([Cl:8])=[N:6][CH:7]=1.[Li][CH2:11]CCC.CCCCCC.CI.C([O-])(O)=O.[Na+]. The catalyst is C1COCC1. The product is [Br:1][C:2]1[CH:3]=[C:4]([NH:9][CH3:11])[C:5]([Cl:8])=[N:6][CH:7]=1. The yield is 0.590. (8) The yield is 0.640. The reactants are [Cl:1][C:2]1[CH:11]=[CH:10][C:5]2[N:6]=[C:7]([NH2:9])[S:8][C:4]=2[CH:3]=1.[C:12](N1C=CN=C1)([N:14]1[CH:18]=[CH:17][N:16]=[CH:15]1)=[S:13]. The product is [Cl:1][C:2]1[CH:11]=[CH:10][C:5]2[N:6]=[C:7]([NH:9][C:12]([N:14]3[CH:18]=[CH:17][N:16]=[CH:15]3)=[S:13])[S:8][C:4]=2[CH:3]=1. The catalyst is C(#N)C.